From a dataset of Catalyst prediction with 721,799 reactions and 888 catalyst types from USPTO. Predict which catalyst facilitates the given reaction. (1) Reactant: [CH:1]12[O:6][CH:5]1[CH2:4][CH2:3][CH2:2]2.[NH2:7][CH2:8][CH2:9][OH:10]. Product: [OH:10][CH2:9][CH2:8][NH:7][C@@H:1]1[CH2:2][CH2:3][CH2:4][C@H:5]1[OH:6]. The catalyst class is: 8. (2) Reactant: [O:1]=[C:2]([CH2:4][N:5]([C:7](=[NH:9])[NH2:8])[CH3:6])[OH:3].[OH-].[Na+:11]. Product: [CH3:6][N:5]([CH2:4][C:2]([O-:3])=[O:1])[C:7]([NH2:9])=[NH:8].[Na+:11]. The catalyst class is: 6.